From a dataset of Full USPTO retrosynthesis dataset with 1.9M reactions from patents (1976-2016). Predict the reactants needed to synthesize the given product. (1) Given the product [CH2:43]([O:50][C:24](=[O:33])[NH:21][C:10]1([CH3:16])[CH2:9][CH2:8][CH:7]([O:6][Si:5]([C:1]([CH3:2])([CH3:3])[CH3:4])([CH3:17])[CH3:18])[CH2:12][CH2:11]1)[C:44]1[CH:49]=[CH:48][CH:47]=[CH:46][CH:45]=1, predict the reactants needed to synthesize it. The reactants are: [C:1]([Si:5]([CH3:18])([CH3:17])[O:6][CH:7]1[CH2:12][CH2:11][C:10]([CH3:16])(C(O)=O)[CH2:9][CH2:8]1)([CH3:4])([CH3:3])[CH3:2].C([N:21]([CH2:24]C)CC)C.C1(P(N=[N+]=[N-])(C2C=CC=CC=2)=[O:33])C=CC=CC=1.[CH2:43]([OH:50])[C:44]1[CH:49]=[CH:48][CH:47]=[CH:46][CH:45]=1. (2) Given the product [I:39][C:36]1[CH:37]=[CH:38][C:33]([NH:32][C:31]([N:18]2[CH2:19][CH2:20][CH:15]([C:6]3[C:5]4[C:10](=[CH:11][C:12]([O:13][CH3:14])=[C:3]([O:2][CH3:1])[CH:4]=4)[N:9]=[CH:8][N:7]=3)[CH2:16][CH2:17]2)=[O:30])=[CH:34][CH:35]=1, predict the reactants needed to synthesize it. The reactants are: [CH3:1][O:2][C:3]1[CH:4]=[C:5]2[C:10](=[CH:11][C:12]=1[O:13][CH3:14])[N:9]=[CH:8][N:7]=[C:6]2[CH:15]1[CH2:20][CH2:19][NH:18][CH2:17][CH2:16]1.[N+](C1C=CC([O:30][C:31](=O)[NH:32][C:33]2[CH:38]=[CH:37][C:36]([I:39])=[CH:35][CH:34]=2)=CC=1)([O-])=O.CCN(C(C)C)C(C)C.C(Cl)(Cl)Cl. (3) Given the product [I:15][C:4]1[NH:3][C:2]([CH3:1])=[N:6][C:5]=1[C:7]([F:10])([F:9])[F:8], predict the reactants needed to synthesize it. The reactants are: [CH3:1][C:2]1[NH:3][CH:4]=[C:5]([C:7]([F:10])([F:9])[F:8])[N:6]=1.C(Cl)(Cl)Cl.[I:15]I. (4) Given the product [CH2:20]1[C:28]2[C:23](=[CH:24][C:25]([O:29][CH2:15][CH2:14][O:13][C:10]3[CH:9]=[CH:8][C:7]([CH2:6][C@H:5]([O:17][CH3:18])[C:4]([OH:3])=[O:19])=[CH:12][CH:11]=3)=[CH:26][CH:27]=2)[CH2:22][CH2:21]1, predict the reactants needed to synthesize it. The reactants are: C([O:3][C:4](=[O:19])[C@@H:5]([O:17][CH3:18])[CH2:6][C:7]1[CH:12]=[CH:11][C:10]([O:13][CH2:14][CH2:15]Br)=[CH:9][CH:8]=1)C.[CH2:20]1[C:28]2[C:23](=[CH:24][C:25]([OH:29])=[CH:26][CH:27]=2)[CH2:22][CH2:21]1.CO[C@@H](CC1C=CC(OCCCOC2C=CC=CC=2)=CC=1)C(O)=O. (5) The reactants are: [OH-].[K+].[F:3][C:4]1([F:15])[CH2:9][CH2:8][C:7](=[CH:10][C:11]([O:13]C)=[O:12])[CH2:6][CH2:5]1. Given the product [F:3][C:4]1([F:15])[CH2:5][CH2:6][C:7](=[CH:10][C:11]([OH:13])=[O:12])[CH2:8][CH2:9]1, predict the reactants needed to synthesize it. (6) Given the product [CH3:1][CH:2]1[CH2:11][CH2:10][C:9]2[N:8]=[C:7]([N:12]3[CH2:13][CH2:14][CH2:15][CH2:16][CH2:17]3)[C:6]([C:18]3[O:19][C:28](=[S:29])[NH:21][N:20]=3)=[C:5]([C:22]3[CH:23]=[CH:24][CH:25]=[CH:26][CH:27]=3)[C:4]=2[CH2:3]1, predict the reactants needed to synthesize it. The reactants are: [CH3:1][CH:2]1[CH2:11][CH2:10][C:9]2[N:8]=[C:7]([N:12]3[CH2:17][CH2:16][CH2:15][CH2:14][CH2:13]3)[C:6]([C:18]([NH:20][NH2:21])=[O:19])=[C:5]([C:22]3[CH:27]=[CH:26][CH:25]=[CH:24][CH:23]=3)[C:4]=2[CH2:3]1.[C:28](N1C=CN=C1)(N1C=CN=C1)=[S:29].C(N(CC)CC)C.O.